This data is from Full USPTO retrosynthesis dataset with 1.9M reactions from patents (1976-2016). The task is: Predict the reactants needed to synthesize the given product. (1) Given the product [CH2:1]([O:4][C:5]([C:7]1([CH2:21][C:18]2[CH:19]=[CH:20][C:15]([Br:14])=[CH:16][CH:17]=2)[C:12](=[O:13])[CH:11]=[CH:10][S:9][CH2:8]1)=[O:6])[CH:2]=[CH2:3], predict the reactants needed to synthesize it. The reactants are: [CH2:1]([O:4][C:5]([CH:7]1[C:12](=[O:13])[CH:11]=[CH:10][S:9][CH2:8]1)=[O:6])[CH:2]=[CH2:3].[Br:14][C:15]1[CH:20]=[CH:19][C:18]([CH2:21]Br)=[CH:17][CH:16]=1.C([O-])([O-])=O.[K+].[K+]. (2) Given the product [C:7]([C:6]1[CH:7]=[CH:8][C:1]([OH:2])=[CH:3][C:4]=1[OH:5])(=[O:9])[CH2:8][CH2:1][CH2:3][CH2:4][CH3:6], predict the reactants needed to synthesize it. The reactants are: [C:1]1([CH:8]=[CH:7][CH:6]=[C:4]([OH:5])[CH:3]=1)[OH:2].[OH2:9]. (3) Given the product [Cl:1][C:2]1[CH:9]=[C:8]([C:19]2[C:18]([C:17]#[N:20])=[CH:25][N:23]([CH2:24][C:11]([OH:12])=[O:14])[CH:22]=2)[CH:7]=[C:4]([C:5]#[N:6])[CH:3]=1, predict the reactants needed to synthesize it. The reactants are: [Cl:1][C:2]1[CH:3]=[C:4]([CH:7]=[C:8](I)[CH:9]=1)[C:5]#[N:6].[C:11](=[O:14])([O-])[O-:12].[K+].[K+].[C:17](#[N:20])[CH:18]=[CH2:19].O.[CH3:22][N:23]([CH:25]=O)[CH3:24].